Dataset: Peptide-MHC class I binding affinity with 185,985 pairs from IEDB/IMGT. Task: Regression. Given a peptide amino acid sequence and an MHC pseudo amino acid sequence, predict their binding affinity value. This is MHC class I binding data. (1) The peptide sequence is ISFFVGSL. The MHC is H-2-Kb with pseudo-sequence H-2-Kb. The binding affinity (normalized) is 0.779. (2) The peptide sequence is RRHRILDIYL. The MHC is Mamu-B03 with pseudo-sequence Mamu-B03. The binding affinity (normalized) is 0.835.